From a dataset of Full USPTO retrosynthesis dataset with 1.9M reactions from patents (1976-2016). Predict the reactants needed to synthesize the given product. (1) The reactants are: [C:1]1([C:7]([C:10]2[NH:18][C:13]3=[CH:14][N:15]=[CH:16][CH:17]=[C:12]3[CH:11]=2)=[N:8][OH:9])[CH:6]=[CH:5][CH:4]=[CH:3][CH:2]=1.[H-].[Na+].Cl.[Cl:22][CH2:23][CH2:24][N:25]1[CH2:30][CH2:29][O:28][CH2:27][CH2:26]1.Cl. Given the product [ClH:22].[N:25]1([CH2:24][CH2:23][O:9][N:8]=[C:7]([C:1]2[CH:2]=[CH:3][CH:4]=[CH:5][CH:6]=2)[C:10]2[NH:18][C:13]3=[CH:14][N:15]=[CH:16][CH:17]=[C:12]3[CH:11]=2)[CH2:30][CH2:29][O:28][CH2:27][CH2:26]1, predict the reactants needed to synthesize it. (2) The reactants are: [CH:1]([O:4][C:5]([NH:7][C@H:8]([C:12]1[CH:17]=[CH:16][CH:15]=[CH:14][CH:13]=1)[C:9]([OH:11])=O)=[O:6])([CH3:3])[CH3:2].Cl.[CH3:19][O:20][C:21](=[O:27])[C@@H:22]1[CH2:26][CH2:25][CH2:24][NH:23]1.CN1CCOCC1.F[B-](F)(F)F.N1(OC(N(C)C)=[N+](C)C)C2C=CC=CC=2N=N1. Given the product [CH3:19][O:20][C:21]([C@@H:22]1[CH2:26][CH2:25][CH2:24][N:23]1[C:9](=[O:11])[C@H:8]([NH:7][C:5]([O:4][CH:1]([CH3:2])[CH3:3])=[O:6])[C:12]1[CH:17]=[CH:16][CH:15]=[CH:14][CH:13]=1)=[O:27], predict the reactants needed to synthesize it. (3) Given the product [CH2:16]([O:15][C:13]([C:12]1[N:3]([CH3:2])[N:4]=[C:5]([C:6]([CH3:9])([CH3:8])[CH3:7])[N:10]=1)=[O:14])[CH3:17], predict the reactants needed to synthesize it. The reactants are: Cl.[CH3:2][NH:3][NH:4][C:5](=[NH:10])[C:6]([CH3:9])([CH3:8])[CH3:7].Cl[C:12](=O)[C:13]([O:15][CH2:16][CH3:17])=[O:14].CCOC(C)=O.C(Cl)Cl. (4) Given the product [CH2:37]([O:44][C:45]1[CH:50]=[C:49]([CH:48]=[C:47]([F:52])[C:46]=1[N:53]1[CH2:54][C:55](=[O:69])[N:56]([CH2:60][O:61][CH2:62][C:63]2[CH:68]=[CH:67][CH:66]=[CH:65][CH:64]=2)[S:57]1(=[O:59])=[O:58])[CH2:2][C:3]1[CH:8]=[C:7]([CH3:15])[CH:6]=[CH:5][C:4]=1[O:10][S:11]([CH3:14])(=[O:12])=[O:13])[C:38]1[CH:43]=[CH:42][CH:41]=[CH:40][CH:39]=1, predict the reactants needed to synthesize it. The reactants are: I[CH2:2][C:3]1[CH:8]=[CH:7][C:6](C)=[CH:5][C:4]=1[O:10][S:11]([CH3:14])(=[O:13])=[O:12].[CH3:15]C1C=CC=CC=1P(C1C=CC=CC=1C)C1C=CC=CC=1C.[CH2:37]([O:44][C:45]1[CH:50]=[C:49](I)[CH:48]=[C:47]([F:52])[C:46]=1[N:53]1[S:57](=[O:59])(=[O:58])[N:56]([CH2:60][O:61][CH2:62][C:63]2[CH:68]=[CH:67][CH:66]=[CH:65][CH:64]=2)[C:55](=[O:69])[CH2:54]1)[C:38]1[CH:43]=[CH:42][CH:41]=[CH:40][CH:39]=1. (5) Given the product [CH2:1]([O:8][C@H:9]1[C@H:15]([O:16][CH2:17][C:18]2[CH:19]=[CH:20][CH:21]=[CH:22][CH:23]=2)[C@@H:14]([O:24][CH2:25][C:26]2[CH:31]=[CH:30][CH:29]=[CH:28][CH:27]=2)[C@:13]2([C:33]3[CH:38]=[CH:37][C:36]([Cl:39])=[C:35]([CH2:40][C:41]4[CH:42]=[CH:43][C:44]([O:47][CH2:48][CH3:49])=[CH:45][CH:46]=4)[CH:34]=3)[O:32][C@@:10]1([CH:50]=[O:51])[CH2:11][O:12]2)[C:2]1[CH:7]=[CH:6][CH:5]=[CH:4][CH:3]=1, predict the reactants needed to synthesize it. The reactants are: [CH2:1]([O:8][C@H:9]1[C@H:15]([O:16][CH2:17][C:18]2[CH:23]=[CH:22][CH:21]=[CH:20][CH:19]=2)[C@@H:14]([O:24][CH2:25][C:26]2[CH:31]=[CH:30][CH:29]=[CH:28][CH:27]=2)[C@:13]2([C:33]3[CH:38]=[CH:37][C:36]([Cl:39])=[C:35]([CH2:40][C:41]4[CH:46]=[CH:45][C:44]([O:47][CH2:48][CH3:49])=[CH:43][CH:42]=4)[CH:34]=3)[O:32][C@@:10]1([CH2:50][OH:51])[CH2:11][O:12]2)[C:2]1[CH:7]=[CH:6][CH:5]=[CH:4][CH:3]=1.I(C1C=CC=CC=1C(O)=O)(=O)=O. (6) Given the product [NH2:1][C@H:2]([C:3]([OH:5])=[O:4])[CH2:6][C:7]1[CH:8]=[CH:17][C:15]([OH:16])=[CH:14][CH:10]=1, predict the reactants needed to synthesize it. The reactants are: [NH:1]1[CH2:8][CH2:7][CH2:6][C@H:2]1[C:3]([OH:5])=[O:4].N1[CH2:17][C@H:15]([OH:16])[CH2:14][C@H:10]1C(O)=O.N[C@H](C(O)=O)CC1C2C(=CC=CC=2)NC=1. (7) The reactants are: [Cl:1][C:2]1[CH:10]=[CH:9][C:5]([C:6](Cl)=[O:7])=[CH:4][CH:3]=1.[NH2:11][C:12]1[CH:13]=[C:14]([C:18]2[C:22]([Br:23])=[CH:21][N:20]([CH3:24])[N:19]=2)[CH:15]=[CH:16][CH:17]=1.C(N(CC)CC)C. Given the product [Br:23][C:22]1[C:18]([C:14]2[CH:13]=[C:12]([NH:11][C:6]([C:5]3[CH:9]=[CH:10][C:2]([Cl:1])=[CH:3][CH:4]=3)=[O:7])[CH:17]=[CH:16][CH:15]=2)=[N:19][N:20]([CH3:24])[CH:21]=1, predict the reactants needed to synthesize it. (8) Given the product [F:34][C:28]1[C:29]([F:33])=[CH:30][CH:31]=[CH:32][C:27]=1[NH:26][C:24](=[O:25])[CH2:23][N:21]1[CH:22]=[C:18]([NH:17][C:13]2[C:28]3[C:27](=[CH:61][C:60]([O:62][CH2:63][CH2:64][CH2:35][N:39]4[C:38](=[O:40])[C:37]5[C:41](=[CH:42][CH:43]=[CH:44][CH:36]=5)[C:47]4=[O:50])=[CH:30][CH:29]=3)[N:26]=[CH:15][N:14]=2)[CH:19]=[N:20]1, predict the reactants needed to synthesize it. The reactants are: Cl.ClCCCOC1C=[C:15]2C(C=N[C:13]([NH:17][C:18]3[CH:19]=[N:20][N:21]([CH2:23][C:24]([NH:26][C:27]4[CH:32]=[CH:31][CH:30]=[C:29]([F:33])[C:28]=4[F:34])=[O:25])[CH:22]=3)=[N:14]2)=CC=1.[C:35]1(=O)[NH:39][C:38](=[O:40])[C:37]2=[CH:41][CH:42]=[CH:43][CH:44]=[C:36]12.[K].[C:47](=[O:50])([O-])[O-].[K+].[K+].[I-].[K+].C(=O)([O-])O.[Na+].[CH2:60]([O:62][CH2:63][CH3:64])[CH3:61]. (9) Given the product [Cl:15][C:16]1[CH:21]=[CH:20][C:19]([CH2:22][C:23]([N:5]2[C@@H:4]([CH:1]([CH3:3])[CH3:2])[CH2:8][O:7][C:6]2=[O:9])=[O:24])=[CH:18][CH:17]=1, predict the reactants needed to synthesize it. The reactants are: [CH:1]([C@H:4]1[CH2:8][O:7][C:6](=[O:9])[NH:5]1)([CH3:3])[CH3:2].[Li]CCCC.[Cl:15][C:16]1[CH:21]=[CH:20][C:19]([CH2:22][C:23](Cl)=[O:24])=[CH:18][CH:17]=1.